From a dataset of NCI-60 drug combinations with 297,098 pairs across 59 cell lines. Regression. Given two drug SMILES strings and cell line genomic features, predict the synergy score measuring deviation from expected non-interaction effect. (1) Drug 1: CC1=C(N=C(N=C1N)C(CC(=O)N)NCC(C(=O)N)N)C(=O)NC(C(C2=CN=CN2)OC3C(C(C(C(O3)CO)O)O)OC4C(C(C(C(O4)CO)O)OC(=O)N)O)C(=O)NC(C)C(C(C)C(=O)NC(C(C)O)C(=O)NCCC5=NC(=CS5)C6=NC(=CS6)C(=O)NCCC[S+](C)C)O. Drug 2: CC12CCC3C(C1CCC2OP(=O)(O)O)CCC4=C3C=CC(=C4)OC(=O)N(CCCl)CCCl.[Na+]. Cell line: RXF 393. Synergy scores: CSS=14.7, Synergy_ZIP=-5.85, Synergy_Bliss=-6.69, Synergy_Loewe=-4.79, Synergy_HSA=-4.59. (2) Drug 1: C(=O)(N)NO. Drug 2: CNC(=O)C1=NC=CC(=C1)OC2=CC=C(C=C2)NC(=O)NC3=CC(=C(C=C3)Cl)C(F)(F)F. Cell line: HCT116. Synergy scores: CSS=0.760, Synergy_ZIP=2.15, Synergy_Bliss=-4.74, Synergy_Loewe=-5.10, Synergy_HSA=-3.78. (3) Drug 1: C1=CC=C(C=C1)NC(=O)CCCCCCC(=O)NO. Drug 2: CC1=C(N=C(N=C1N)C(CC(=O)N)NCC(C(=O)N)N)C(=O)NC(C(C2=CN=CN2)OC3C(C(C(C(O3)CO)O)O)OC4C(C(C(C(O4)CO)O)OC(=O)N)O)C(=O)NC(C)C(C(C)C(=O)NC(C(C)O)C(=O)NCCC5=NC(=CS5)C6=NC(=CS6)C(=O)NCCC[S+](C)C)O. Cell line: U251. Synergy scores: CSS=54.3, Synergy_ZIP=-1.82, Synergy_Bliss=0.824, Synergy_Loewe=3.58, Synergy_HSA=9.08. (4) Drug 1: CN(C)C1=NC(=NC(=N1)N(C)C)N(C)C. Drug 2: C1=CN(C=N1)CC(O)(P(=O)(O)O)P(=O)(O)O. Cell line: SK-MEL-2. Synergy scores: CSS=-2.08, Synergy_ZIP=1.04, Synergy_Bliss=1.74, Synergy_Loewe=-2.37, Synergy_HSA=-1.66. (5) Drug 1: C1=CC(=C2C(=C1NCCNCCO)C(=O)C3=C(C=CC(=C3C2=O)O)O)NCCNCCO. Synergy scores: CSS=52.4, Synergy_ZIP=2.62, Synergy_Bliss=3.33, Synergy_Loewe=-25.3, Synergy_HSA=4.60. Cell line: HOP-62. Drug 2: C1=NNC2=C1C(=O)NC=N2. (6) Drug 1: CC12CCC(CC1=CCC3C2CCC4(C3CC=C4C5=CN=CC=C5)C)O. Drug 2: C1=CN(C=N1)CC(O)(P(=O)(O)O)P(=O)(O)O. Cell line: MCF7. Synergy scores: CSS=6.94, Synergy_ZIP=-3.79, Synergy_Bliss=-1.58, Synergy_Loewe=-3.66, Synergy_HSA=-1.58. (7) Synergy scores: CSS=36.3, Synergy_ZIP=-1.10, Synergy_Bliss=-3.93, Synergy_Loewe=-6.98, Synergy_HSA=-3.98. Drug 2: CC1C(C(CC(O1)OC2CC(CC3=C2C(=C4C(=C3O)C(=O)C5=C(C4=O)C(=CC=C5)OC)O)(C(=O)CO)O)N)O.Cl. Cell line: SK-MEL-28. Drug 1: CC12CCC3C(C1CCC2O)C(CC4=C3C=CC(=C4)O)CCCCCCCCCS(=O)CCCC(C(F)(F)F)(F)F.